Dataset: Catalyst prediction with 721,799 reactions and 888 catalyst types from USPTO. Task: Predict which catalyst facilitates the given reaction. (1) Reactant: [CH2:1]([C:3]([CH2:10][CH3:11])([C:7](Cl)=[O:8])[C:4](Cl)=[O:5])[CH3:2].[CH3:12][O:13][C:14]1[CH:19]=[CH:18][C:17]([NH2:20])=[C:16]([NH2:21])[CH:15]=1.C(N(CC)CC)C. Product: [CH2:1]([C:3]1([CH2:10][CH3:11])[C:7](=[O:8])[NH:20][C:17]2[CH:18]=[CH:19][C:14]([O:13][CH3:12])=[CH:15][C:16]=2[NH:21][C:4]1=[O:5])[CH3:2]. The catalyst class is: 46. (2) Reactant: Cl[C:2]1[C:7]([N+:8]([O-:10])=[O:9])=[CH:6][CH:5]=[CH:4][N:3]=1.[CH2:11]1[O:20][C:19]2[CH:18]=[CH:17][C:15]([NH2:16])=[CH:14][C:13]=2[O:12]1.C([O-])(=O)C.[Na+]. Product: [O:20]1[C:19]2[CH:18]=[CH:17][C:15]([NH:16][C:2]3[C:7]([N+:8]([O-:10])=[O:9])=[CH:6][CH:5]=[CH:4][N:3]=3)=[CH:14][C:13]=2[O:12][CH2:11]1. The catalyst class is: 15. (3) The catalyst class is: 20. Reactant: [CH2:1]([P:8]([CH2:11][CH:12]([CH2:18][C:19]1[CH:20]=[N:21][C:22]([NH:25][C:26]([O:28][C:29]([CH3:32])([CH3:31])[CH3:30])=[O:27])=[CH:23][CH:24]=1)[C:13]([O:15]CC)=[O:14])(=[O:10])[OH:9])[C:2]1[CH:7]=[CH:6][CH:5]=[CH:4][CH:3]=1.[Li+].[OH-]. Product: [CH2:1]([P:8]([CH2:11][CH:12]([CH2:18][C:19]1[CH:20]=[N:21][C:22]([NH:25][C:26]([O:28][C:29]([CH3:32])([CH3:31])[CH3:30])=[O:27])=[CH:23][CH:24]=1)[C:13]([OH:15])=[O:14])([OH:10])=[O:9])[C:2]1[CH:7]=[CH:6][CH:5]=[CH:4][CH:3]=1. (4) Reactant: [CH2:1]([N:8]1[C@@H:13]([C@H:14]([OH:16])[CH3:15])[CH2:12][O:11][CH:10]([CH3:17])[C:9]1=O)[C:2]1[CH:7]=[CH:6][CH:5]=[CH:4][CH:3]=1.CO. Product: [CH2:1]([N:8]1[CH2:9][CH:10]([CH3:17])[O:11][CH2:12][C@@H:13]1[C@H:14]([OH:16])[CH3:15])[C:2]1[CH:3]=[CH:4][CH:5]=[CH:6][CH:7]=1. The catalyst class is: 7. (5) Reactant: Br[C:2]1[CH:22]=[CH:21][C:5]([O:6][CH2:7][CH:8]2[CH2:13][CH2:12][N:11]([C:14]([O:16][C:17]([CH3:20])([CH3:19])[CH3:18])=[O:15])[CH2:10][CH2:9]2)=[C:4]([F:23])[CH:3]=1.[OH:24][C:25]1[CH:30]=[CH:29][C:28](B(O)O)=[CH:27][CH:26]=1.C([O-])([O-])=O.[Na+].[Na+]. Product: [F:23][C:4]1[CH:3]=[C:2]([C:28]2[CH:29]=[CH:30][C:25]([OH:24])=[CH:26][CH:27]=2)[CH:22]=[CH:21][C:5]=1[O:6][CH2:7][CH:8]1[CH2:13][CH2:12][N:11]([C:14]([O:16][C:17]([CH3:20])([CH3:19])[CH3:18])=[O:15])[CH2:10][CH2:9]1. The catalyst class is: 622. (6) Reactant: [H-].[Na+].[NH:3]1[CH:7]=[CH:6][CH:5]=[N:4]1.Cl[CH2:9][C:10]([NH:12][C:13]1[CH:18]=[CH:17][C:16]([N+:19]([O-:21])=[O:20])=[CH:15][CH:14]=1)=[O:11].C(OCC)(=O)C. Product: [N+:19]([C:16]1[CH:15]=[CH:14][C:13]([NH:12][C:10](=[O:11])[CH2:9][N:3]2[CH:7]=[CH:6][CH:5]=[N:4]2)=[CH:18][CH:17]=1)([O-:21])=[O:20]. The catalyst class is: 9.